Predict which catalyst facilitates the given reaction. From a dataset of Catalyst prediction with 721,799 reactions and 888 catalyst types from USPTO. Reactant: [CH3:1][C:2]([CH3:8])([CH3:7])[C:3](=[N:5][OH:6])[CH3:4].[Li+].[OH-].[CH2:11]1[O:13][CH2:12]1. Product: [OH:13][CH2:12][CH2:11][O:6][N:5]=[C:3]([C:2]([CH3:8])([CH3:7])[CH3:1])[CH3:4]. The catalyst class is: 6.